Dataset: NCI-60 drug combinations with 297,098 pairs across 59 cell lines. Task: Regression. Given two drug SMILES strings and cell line genomic features, predict the synergy score measuring deviation from expected non-interaction effect. (1) Drug 1: CC1C(C(CC(O1)OC2CC(CC3=C2C(=C4C(=C3O)C(=O)C5=C(C4=O)C(=CC=C5)OC)O)(C(=O)CO)O)N)O.Cl. Drug 2: CCN(CC)CCCC(C)NC1=C2C=C(C=CC2=NC3=C1C=CC(=C3)Cl)OC. Cell line: SF-295. Synergy scores: CSS=0.710, Synergy_ZIP=1.41, Synergy_Bliss=-2.21, Synergy_Loewe=1.04, Synergy_HSA=-3.22. (2) Drug 1: CC1=C2C(C(=O)C3(C(CC4C(C3C(C(C2(C)C)(CC1OC(=O)C(C(C5=CC=CC=C5)NC(=O)OC(C)(C)C)O)O)OC(=O)C6=CC=CC=C6)(CO4)OC(=O)C)O)C)O. Drug 2: CN(CC1=CN=C2C(=N1)C(=NC(=N2)N)N)C3=CC=C(C=C3)C(=O)NC(CCC(=O)O)C(=O)O. Cell line: 786-0. Synergy scores: CSS=46.6, Synergy_ZIP=-1.40, Synergy_Bliss=1.43, Synergy_Loewe=-12.6, Synergy_HSA=1.25.